This data is from Full USPTO retrosynthesis dataset with 1.9M reactions from patents (1976-2016). The task is: Predict the reactants needed to synthesize the given product. (1) Given the product [Br:5][CH2:1][CH2:15][O:14][CH2:13][CH2:12][O:11][Si:10]([C:7]([CH3:9])([CH3:8])[CH3:6])([CH3:19])[CH3:18], predict the reactants needed to synthesize it. The reactants are: [C:1]([Br:5])(Br)(Br)Br.[CH3:6][C:7]([Si:10]([CH3:19])([CH3:18])[O:11][CH2:12][CH2:13][O:14][CH2:15]CO)([CH3:9])[CH3:8].C1(P(C2C=CC=CC=2)C2C=CC=CC=2)C=CC=CC=1. (2) Given the product [ClH:70].[ClH:70].[NH:8]1[C:16]2[C:11](=[CH:12][CH:13]=[CH:14][CH:15]=2)[CH:10]=[C:9]1[C:17]1[N:22]=[C:21]([NH:23][C:24]2[CH:32]=[CH:31][C:27]([C:28]([NH:35][C@@H:36]3[CH2:40][CH2:39][NH:38][CH2:37]3)=[O:29])=[CH:26][C:25]=2[O:33][CH3:34])[CH:20]=[N:19][CH:18]=1, predict the reactants needed to synthesize it. The reactants are: C(OC([N:8]1[C:16]2[C:11](=[CH:12][CH:13]=[CH:14][CH:15]=2)[CH:10]=[C:9]1[C:17]1[N:22]=[C:21]([NH:23][C:24]2[CH:32]=[CH:31][C:27]([C:28](O)=[O:29])=[CH:26][C:25]=2[O:33][CH3:34])[CH:20]=[N:19][CH:18]=1)=O)(C)(C)C.[NH2:35][C@@H:36]1[CH2:40][CH2:39][N:38](C(OC(C)(C)C)=O)[CH2:37]1.CN(C(ON1N=NC2C=CC=CC1=2)=[N+](C)C)C.[B-](F)(F)(F)F.[ClH:70].CCOCC. (3) Given the product [CH3:21][N:20]([CH2:19][C:15]1[CH:14]=[C:13]([C:11]2[S:10][C:4]3=[N:5][CH:6]=[C:7]([C:8]#[N:9])[C:2]([NH:33][C:32]4[C:24]([CH3:23])=[C:25]5[C:29](=[CH:30][CH:31]=4)[NH:28][CH:27]=[CH:26]5)=[C:3]3[CH:12]=2)[CH:18]=[CH:17][CH:16]=1)[CH3:22], predict the reactants needed to synthesize it. The reactants are: Cl[C:2]1[C:7]([C:8]#[N:9])=[CH:6][N:5]=[C:4]2[S:10][C:11]([C:13]3[CH:18]=[CH:17][CH:16]=[C:15]([CH2:19][N:20]([CH3:22])[CH3:21])[CH:14]=3)=[CH:12][C:3]=12.[CH3:23][C:24]1[C:32]([NH2:33])=[CH:31][CH:30]=[C:29]2[C:25]=1[CH:26]=[CH:27][NH:28]2. (4) Given the product [N+:11]([C:8]1[CH:9]=[CH:10][C:5]([O:4][C:2]([NH:14][CH2:15][CH:16]2[C:18]3([CH2:19][CH2:20][N:21]([C:24]([O:26][C:27]([CH3:30])([CH3:29])[CH3:28])=[O:25])[CH2:22][CH2:23]3)[CH2:17]2)=[O:3])=[CH:6][CH:7]=1)([O-:13])=[O:12], predict the reactants needed to synthesize it. The reactants are: Cl[C:2]([O:4][C:5]1[CH:10]=[CH:9][C:8]([N+:11]([O-:13])=[O:12])=[CH:7][CH:6]=1)=[O:3].[NH2:14][CH2:15][CH:16]1[C:18]2([CH2:23][CH2:22][N:21]([C:24]([O:26][C:27]([CH3:30])([CH3:29])[CH3:28])=[O:25])[CH2:20][CH2:19]2)[CH2:17]1. (5) Given the product [Br:1][C:2]1[CH:3]=[C:4]([O:18][CH3:20])[C:5]2[C:6]3[NH:14][C:13](=[O:15])[NH:12][C:11](=[O:16])[C:7]=3[NH:8][C:9]=2[CH:10]=1, predict the reactants needed to synthesize it. The reactants are: [Br:1][C:2]1[CH:3]=[C:4](F)[C:5]2[C:6]3[NH:14][C:13](=[O:15])[NH:12][C:11](=[O:16])[C:7]=3[NH:8][C:9]=2[CH:10]=1.[O:18]([CH3:20])[K]. (6) Given the product [C:33]([C@H:6]([CH3:32])[CH2:7][CH2:8][CH2:9][CH2:10][N:11]1[C:20](=[O:21])[C:19]2[NH:18][C:17]([CH2:22][NH:23][C:24]([O:26][C:27]([CH3:30])([CH3:29])[CH3:28])=[O:25])=[N:16][C:15]=2[N:14]([CH3:31])[C:12]1=[O:13])#[N:34], predict the reactants needed to synthesize it. The reactants are: CS(O[C@@H:6]([CH3:32])[CH2:7][CH2:8][CH2:9][CH2:10][N:11]1[C:20](=[O:21])[C:19]2[NH:18][C:17]([CH2:22][NH:23][C:24]([O:26][C:27]([CH3:30])([CH3:29])[CH3:28])=[O:25])=[N:16][C:15]=2[N:14]([CH3:31])[C:12]1=[O:13])(=O)=O.[C-:33]#[N:34].[K+]. (7) Given the product [CH2:12]([O:11][C:9](=[O:10])[CH2:8][C:5]1[CH:6]=[CH:7][C:2]([O:1][CH2:28][C:29]2[N:30]=[C:31]([C:35]3[O:36][CH:37]=[CH:38][CH:39]=3)[O:32][C:33]=2[CH3:34])=[C:3]([O:14][CH3:15])[CH:4]=1)[CH3:13], predict the reactants needed to synthesize it. The reactants are: [OH:1][C:2]1[CH:7]=[CH:6][C:5]([CH2:8][C:9]([O:11][CH2:12][CH3:13])=[O:10])=[CH:4][C:3]=1[O:14][CH3:15].C(=O)([O-])[O-].[K+].[K+].CN(C)C=O.Cl[CH2:28][C:29]1[N:30]=[C:31]([C:35]2[O:36][CH:37]=[CH:38][CH:39]=2)[O:32][C:33]=1[CH3:34]. (8) Given the product [CH3:29][O:28][C:25]1[N:26]=[C:27]2[C:22](=[CH:23][CH:24]=1)[N:21]=[CH:20][CH:19]=[C:18]2[CH2:16][CH2:17][N:3]1[CH2:4][CH2:5][C:6]2([NH:8][C:9](=[O:15])[O:10][C:11]([CH3:12])([CH3:14])[CH3:13])[CH:1]([CH2:7]2)[CH2:2]1, predict the reactants needed to synthesize it. The reactants are: [CH:1]12[CH2:7][C:6]1([NH:8][C:9](=[O:15])[O:10][C:11]([CH3:14])([CH3:13])[CH3:12])[CH2:5][CH2:4][NH:3][CH2:2]2.[CH:16]([C:18]1[CH:19]=[CH:20][N:21]=[C:22]2[C:27]=1[N:26]=[C:25]([O:28][CH3:29])[CH:24]=[CH:23]2)=[CH2:17]. (9) The reactants are: [CH3:1][N:2]1[C:10]2[C:5](=[CH:6][CH:7]=[CH:8][CH:9]=2)[CH:4]=[C:3]1[C:11]([OH:13])=O.[NH2:14][C@H:15]([C:19]([NH:21][C@H:22]([CH:35]=[O:36])[CH2:23][C:24](=[N:30][NH:31][C:32]([NH2:34])=[O:33])[O:25][C:26]([CH3:29])([CH3:28])[CH3:27])=[O:20])[CH:16]([CH3:18])[CH3:17].C(Cl)Cl.CCN=C=NCCCN(C)C. Given the product [CH3:1][N:2]1[C:10]2[C:5](=[CH:6][CH:7]=[CH:8][CH:9]=2)[CH:4]=[C:3]1[C:11]([NH:14][C@H:15]([C:19]([NH:21][C@H:22]([CH:35]=[O:36])[CH2:23][C:24](=[N:30][NH:31][C:32]([NH2:34])=[O:33])[O:25][C:26]([CH3:29])([CH3:28])[CH3:27])=[O:20])[CH:16]([CH3:17])[CH3:18])=[O:13], predict the reactants needed to synthesize it.